This data is from Reaction yield outcomes from USPTO patents with 853,638 reactions. The task is: Predict the reaction yield, written as a fraction of the theoretical maximum amount of product (1.0 means a 100% yield; for example, 0.34 means a 34% yield). (1) The reactants are Br[C:2]1[CH:3]=[C:4]([CH:11]=[CH:12][C:13]=1[O:14][CH3:15])[CH2:5][N:6]1[CH:10]=[N:9][CH:8]=[N:7]1.[N:16]1[O:20][N:19]=[C:18]2[CH:21]=[C:22](B(O)O)[CH:23]=[CH:24][C:17]=12.C1(P(C2C=CC=CC=2)C2C=CC=CC=2)C=CC=CC=1.C(=O)([O-])[O-].[Cs+].[Cs+]. The catalyst is CN(C)C=O.C(=CC(C=CC1C=CC=CC=1)=O)C1C=CC=CC=1.C(=CC(C=CC1C=CC=CC=1)=O)C1C=CC=CC=1.[Pd]. The product is [CH3:15][O:14][C:13]1[CH:12]=[CH:11][C:4]([CH2:5][N:6]2[CH:10]=[N:9][CH:8]=[N:7]2)=[CH:3][C:2]=1[C:22]1[CH:23]=[CH:24][C:17]2[C:18]([CH:21]=1)=[N:19][O:20][N:16]=2. The yield is 0.390. (2) The reactants are Cl[C:2]1[S:3][C:4]2[CH:10]=[C:9]([N+:11]([O-:13])=[O:12])[CH:8]=[CH:7][C:5]=2[N:6]=1.[N:14]1([CH2:20][CH2:21][NH2:22])[CH2:19][CH2:18][O:17][CH2:16][CH2:15]1. The catalyst is O. The product is [N:14]1([CH2:20][CH2:21][NH:22][C:2]2[S:3][C:4]3[CH:10]=[C:9]([N+:11]([O-:13])=[O:12])[CH:8]=[CH:7][C:5]=3[N:6]=2)[CH2:19][CH2:18][O:17][CH2:16][CH2:15]1. The yield is 0.260. (3) The reactants are [Cl:1][C:2]1[S:6][C:5]([C:7]2[N:11]([C:12]3[CH:17]=[CH:16][C:15]([Cl:18])=[CH:14][C:13]=3[Cl:19])[N:10]=[C:9]([C:20](Cl)=[O:21])[C:8]=2[CH3:23])=[CH:4][CH:3]=1.[C:24]([NH2:31])(=[O:30])[CH2:25][CH2:26][CH2:27][CH2:28][CH3:29].C[Si]([N-][Si](C)(C)C)(C)C.[Li+]. No catalyst specified. The product is [C:24]([NH:31][C:20]([C:9]1[C:8]([CH3:23])=[C:7]([C:5]2[S:6][C:2]([Cl:1])=[CH:3][CH:4]=2)[N:11]([C:12]2[CH:17]=[CH:16][C:15]([Cl:18])=[CH:14][C:13]=2[Cl:19])[N:10]=1)=[O:21])(=[O:30])[CH2:25][CH2:26][CH2:27][CH2:28][CH3:29]. The yield is 0.850.